This data is from Full USPTO retrosynthesis dataset with 1.9M reactions from patents (1976-2016). The task is: Predict the reactants needed to synthesize the given product. (1) The reactants are: [CH3:1][C:2]1=[C:3]([CH3:9])[C:4]([O:6][C:7]1=[O:8])=O.N1C=CC=CC=1.[NH2:16][CH2:17][CH2:18][CH2:19][Si:20]([O:27][CH2:28][CH3:29])([O:24][CH2:25][CH3:26])[O:21][CH2:22][CH3:23]. Given the product [CH3:9][C:3]1[C:4](=[O:6])[N:16]([CH2:17][CH2:18][CH2:19][Si:20]([O:27][CH2:28][CH3:29])([O:21][CH2:22][CH3:23])[O:24][CH2:25][CH3:26])[C:7](=[O:8])[C:2]=1[CH3:1], predict the reactants needed to synthesize it. (2) The reactants are: Cl[C:2]1[C:3]2[CH:11]=[CH:10][CH:9]=[N:8][C:4]=2[N:5]=[CH:6][N:7]=1.[C:12]([C:16]1[Se:20][C:19]([C:21]([NH2:23])=[O:22])=[C:18]([NH2:24])[CH:17]=1)([CH3:15])([CH3:14])[CH3:13]. Given the product [C:12]([C:16]1[Se:20][C:19]([C:21]([NH2:23])=[O:22])=[C:18]([NH:24][C:2]2[C:3]3[CH:11]=[CH:10][CH:9]=[N:8][C:4]=3[N:5]=[CH:6][N:7]=2)[CH:17]=1)([CH3:15])([CH3:13])[CH3:14], predict the reactants needed to synthesize it. (3) The reactants are: Br[C:2]1[CH:3]=[C:4]([N+:9]([O-:11])=[O:10])[C:5]([CH3:8])=[N:6][CH:7]=1.[NH2:12][C:13]1[N:18]=[CH:17][C:16]([C:19]#[CH:20])=[CH:15][N:14]=1. Given the product [CH3:8][C:5]1[N:6]=[CH:7][C:2]([C:20]#[C:19][C:16]2[CH:15]=[N:14][C:13]([NH2:12])=[N:18][CH:17]=2)=[CH:3][C:4]=1[N+:9]([O-:11])=[O:10], predict the reactants needed to synthesize it. (4) The reactants are: [OH:1][C:2]1[CH:10]=[CH:9][CH:8]=[C:7]([OH:11])[C:3]=1[C:4]([OH:6])=[O:5].[CH2:12]([NH2:16])[CH2:13][CH2:14][CH3:15]. Given the product [OH:1][C:2]1[CH:10]=[CH:9][CH:8]=[C:7]([OH:11])[C:3]=1[C:4]([OH:6])=[O:5].[CH2:12]([NH2:16])[CH2:13][CH2:14][CH3:15], predict the reactants needed to synthesize it. (5) Given the product [OH:2][CH:3]([C:17]1[C:26]2[C:21](=[CH:22][CH:23]=[CH:24][CH:25]=2)[CH:20]=[CH:19][CH:18]=1)[CH:4]([NH:16][C:37]([C:28]1[CH:29]=[CH:30][C:31]2[C:36](=[CH:35][CH:34]=[CH:33][CH:32]=2)[CH:27]=1)=[O:38])[CH2:5][C:6]1[CH:11]=[CH:10][C:9]([C:12]([F:13])([F:14])[F:15])=[CH:8][CH:7]=1, predict the reactants needed to synthesize it. The reactants are: Cl.[OH:2][CH:3]([C:17]1[C:26]2[C:21](=[CH:22][CH:23]=[CH:24][CH:25]=2)[CH:20]=[CH:19][CH:18]=1)[CH:4]([NH2:16])[CH2:5][C:6]1[CH:11]=[CH:10][C:9]([C:12]([F:15])([F:14])[F:13])=[CH:8][CH:7]=1.[CH:27]1[C:36]2[C:31](=[CH:32][CH:33]=[CH:34][CH:35]=2)[CH:30]=[CH:29][C:28]=1[C:37](Cl)=[O:38].C(=O)([O-])O.[Na+]. (6) Given the product [CH:21]1([C:19]([N:16]2[CH2:17][CH2:18][C@@H:14]([CH2:13][C:12]3[N:8]([C:5]4[CH:6]=[CH:7][C:2]([C:29]5[CH:30]=[CH:31][C:32]([CH3:33])=[C:27]([F:26])[CH:28]=5)=[CH:3][C:4]=4[F:25])[C:9](=[O:24])[NH:10][N:11]=3)[CH2:15]2)=[O:20])[CH2:23][CH2:22]1, predict the reactants needed to synthesize it. The reactants are: Br[C:2]1[CH:7]=[CH:6][C:5]([N:8]2[C:12]([CH2:13][C@@H:14]3[CH2:18][CH2:17][N:16]([C:19]([CH:21]4[CH2:23][CH2:22]4)=[O:20])[CH2:15]3)=[N:11][NH:10][C:9]2=[O:24])=[C:4]([F:25])[CH:3]=1.[F:26][C:27]1[CH:28]=[C:29](B(O)O)[CH:30]=[CH:31][C:32]=1[CH3:33].O.Cl.